From a dataset of Catalyst prediction with 721,799 reactions and 888 catalyst types from USPTO. Predict which catalyst facilitates the given reaction. (1) Reactant: FC(F)(F)C(O)=O.[C:8]([NH:11][C@H:12]([C:15]1[CH:20]=[C:19]([CH3:21])[C:18]([Cl:22])=[CH:17][C:16]=1[CH:23]1[CH2:28][CH2:27][N:26]([C:29]([C@H:31]2[C@H:35]([C:36]3[CH:41]=[CH:40][C:39]([F:42])=[CH:38][C:37]=3[F:43])[CH2:34][CH:33]([N:44]3[CH2:52][C@H:51]([OH:53])[CH2:50][C@@H:45]3[C:46]([O:48][CH3:49])=[O:47])[CH2:32]2)=[O:30])[CH2:25][CH2:24]1)[CH2:13][CH3:14])(=[O:10])[CH3:9].C(N(CC)C(C)C)(C)C.[CH3:63][C:64]([Si:67](Cl)([CH3:69])[CH3:68])([CH3:66])[CH3:65]. Product: [C:8]([NH:11][C@H:12]([C:15]1[CH:20]=[C:19]([CH3:21])[C:18]([Cl:22])=[CH:17][C:16]=1[CH:23]1[CH2:28][CH2:27][N:26]([C:29]([C@H:31]2[C@H:35]([C:36]3[CH:41]=[CH:40][C:39]([F:42])=[CH:38][C:37]=3[F:43])[CH2:34][CH:33]([N:44]3[CH2:52][C@H:51]([O:53][Si:67]([C:64]([CH3:66])([CH3:65])[CH3:63])([CH3:69])[CH3:68])[CH2:50][C@@H:45]3[C:46]([O:48][CH3:49])=[O:47])[CH2:32]2)=[O:30])[CH2:25][CH2:24]1)[CH2:13][CH3:14])(=[O:10])[CH3:9]. The catalyst class is: 64. (2) Reactant: [CH3:1][N:2]([C@@H:22]1[C@H:27]([CH3:28])[CH2:26][CH2:25][NH:24][CH2:23]1)[C:3]1[C:4]2[CH:11]=[CH:10][N:9]([S:12]([C:15]3[CH:20]=[CH:19][C:18]([CH3:21])=[CH:17][CH:16]=3)(=[O:14])=[O:13])[C:5]=2[N:6]=[CH:7][N:8]=1.[S:29]1[CH:33]=[N:32][N:31]=[C:30]1[NH:34][C:35](=O)[O:36]C1C=CC=CC=1.C(N(CC)CC)C. Product: [CH3:28][C@@H:27]1[CH2:26][CH2:25][N:24]([C:35]([NH:34][C:30]2[S:29][CH:33]=[N:32][N:31]=2)=[O:36])[CH2:23][C@@H:22]1[N:2]([CH3:1])[C:3]1[C:4]2[CH:11]=[CH:10][N:9]([S:12]([C:15]3[CH:16]=[CH:17][C:18]([CH3:21])=[CH:19][CH:20]=3)(=[O:14])=[O:13])[C:5]=2[N:6]=[CH:7][N:8]=1. The catalyst class is: 1. (3) Product: [NH2:2][CH:3]([C:5]1[CH:6]=[C:7]2[C:11](=[CH:12][CH:13]=1)[NH:10][C:9](=[O:14])[CH2:8]2)[CH3:4]. The catalyst class is: 227. Reactant: O/[N:2]=[C:3](/[C:5]1[CH:6]=[C:7]2[C:11](=[CH:12][CH:13]=1)[NH:10][C:9](=[O:14])[CH2:8]2)\[CH3:4].[OH-].[NH4+].